From a dataset of Peptide-MHC class I binding affinity with 185,985 pairs from IEDB/IMGT. Regression. Given a peptide amino acid sequence and an MHC pseudo amino acid sequence, predict their binding affinity value. This is MHC class I binding data. The peptide sequence is SPAIFQSSM. The MHC is HLA-A68:02 with pseudo-sequence HLA-A68:02. The binding affinity (normalized) is 0.